This data is from Reaction yield outcomes from USPTO patents with 853,638 reactions. The task is: Predict the reaction yield, written as a fraction of the theoretical maximum amount of product (1.0 means a 100% yield; for example, 0.34 means a 34% yield). (1) The reactants are [CH3:1][C:2]1[O:6][N:5]=[C:4]([C:7]2[CH:12]=[CH:11][CH:10]=[CH:9][CH:8]=2)[C:3]=1[CH2:13][O:14][C:15]1[CH:23]=[CH:22][C:18]([C:19]([OH:21])=O)=[CH:17][N:16]=1.[NH:24]1[CH2:29][CH2:28][S:27][CH2:26][CH2:25]1. No catalyst specified. The product is [CH3:1][C:2]1[O:6][N:5]=[C:4]([C:7]2[CH:8]=[CH:9][CH:10]=[CH:11][CH:12]=2)[C:3]=1[CH2:13][O:14][C:15]1[N:16]=[CH:17][C:18]([C:19]([N:24]2[CH2:29][CH2:28][S:27][CH2:26][CH2:25]2)=[O:21])=[CH:22][CH:23]=1. The yield is 0.970. (2) The reactants are CC([S@@]([N:7]1[CH2:11][CH2:10][CH2:9][C@@H:8]1[C:12]1[CH:17]=[CH:16][C:15]([Cl:18])=[CH:14][CH:13]=1)=O)(C)C.Cl. The catalyst is C(Cl)Cl. The product is [Cl:18][C:15]1[CH:14]=[CH:13][C:12]([C@H:8]2[CH2:9][CH2:10][CH2:11][NH:7]2)=[CH:17][CH:16]=1. The yield is 0.960. (3) The reactants are Br[C:2]1[N:7]=[C:6]2[N:8]([CH2:12][C:13]3[C:18]([F:19])=[CH:17][CH:16]=[C:15]([F:20])[C:14]=3[Cl:21])[CH2:9][CH2:10][NH:11][C:5]2=[N:4][CH:3]=1.[O:22]1[CH2:27][CH2:26][N:25]([C:28]2[CH:29]=[C:30](B3OC(C)(C)C(C)(C)O3)[CH:31]=[CH:32][CH:33]=2)[CH2:24][CH2:23]1. The catalyst is C1C=CC([P]([Pd]([P](C2C=CC=CC=2)(C2C=CC=CC=2)C2C=CC=CC=2)([P](C2C=CC=CC=2)(C2C=CC=CC=2)C2C=CC=CC=2)[P](C2C=CC=CC=2)(C2C=CC=CC=2)C2C=CC=CC=2)(C2C=CC=CC=2)C2C=CC=CC=2)=CC=1. The product is [Cl:21][C:14]1[C:15]([F:20])=[CH:16][CH:17]=[C:18]([F:19])[C:13]=1[CH2:12][N:8]1[C:6]2=[N:7][C:2]([C:32]3[CH:31]=[CH:30][CH:29]=[C:28]([N:25]4[CH2:24][CH2:23][O:22][CH2:27][CH2:26]4)[CH:33]=3)=[CH:3][N:4]=[C:5]2[NH:11][CH2:10][CH2:9]1. The yield is 0.610. (4) The reactants are [CH2:1]([O:3][C:4]([C:6]1[C:11]([Cl:12])=[CH:10][C:9](=[O:13])[N:8]([CH3:14])[CH:7]=1)=[O:5])[CH3:2].C1C(=O)N([Cl:22])C(=O)C1. The catalyst is CN(C=O)C.CCOC(C)=O. The product is [CH2:1]([O:3][C:4]([C:6]1[C:11]([Cl:12])=[C:10]([Cl:22])[C:9](=[O:13])[N:8]([CH3:14])[CH:7]=1)=[O:5])[CH3:2]. The yield is 0.950. (5) The reactants are [CH3:1][C:2]1[CH:3]=[C:4]2[C:9](=O)[NH:8][C:6](=O)[C:5]2=[CH:11][CH:12]=1.CO.Cl.[OH-].[Na+]. The catalyst is O1CCCC1. The product is [CH3:1][C:2]1[CH:3]=[C:4]2[C:5](=[CH:11][CH:12]=1)[CH2:6][NH:8][CH2:9]2. The yield is 0.270. (6) The reactants are [F:1][CH:2]([F:17])[C:3]1[N:4]=[CH:5][N:6]([C:8]2[CH:14]=[CH:13][C:11]([NH2:12])=[CH:10][C:9]=2[O:15][CH3:16])[CH:7]=1.[C:18](N1C=CC=CC1=O)(N1C=CC=CC1=O)=[S:19]. The catalyst is ClCCl. The product is [F:17][CH:2]([F:1])[C:3]1[N:4]=[CH:5][N:6]([C:8]2[CH:14]=[CH:13][C:11]([N:12]=[C:18]=[S:19])=[CH:10][C:9]=2[O:15][CH3:16])[CH:7]=1. The yield is 0.770. (7) The reactants are Br[C:2]1[CH:3]=[C:4]([CH:15]=[CH:16][CH:17]=1)[CH2:5][N:6]([CH3:14])[C:7](=[O:13])[O:8][C:9]([CH3:12])([CH3:11])[CH3:10].[CH:18]([C:20]1[CH:25]=[CH:24][C:23](B(O)O)=[CH:22][CH:21]=1)=[O:19]. No catalyst specified. The product is [CH:18]([C:20]1[CH:25]=[CH:24][C:23]([C:2]2[CH:17]=[CH:16][CH:15]=[C:4]([CH2:5][N:6]([CH3:14])[C:7](=[O:13])[O:8][C:9]([CH3:12])([CH3:11])[CH3:10])[CH:3]=2)=[CH:22][CH:21]=1)=[O:19]. The yield is 0.670.